This data is from Full USPTO retrosynthesis dataset with 1.9M reactions from patents (1976-2016). The task is: Predict the reactants needed to synthesize the given product. (1) Given the product [CH:1]1([O:6][C:7]2[CH:15]=[CH:14][C:13]([S:16]([NH:17][CH3:18])(=[O:20])=[O:19])=[CH:12][C:8]=2[C:9]([N:30]2[CH2:31][CH2:32][CH:28]([O:27][C:26]3[CH:25]=[CH:24][C:23]([C:22]([F:21])([F:36])[F:35])=[CH:34][CH:33]=3)[CH2:29]2)=[O:11])[CH2:2][CH2:3][CH2:4][CH2:5]1, predict the reactants needed to synthesize it. The reactants are: [CH:1]1([O:6][C:7]2[CH:15]=[CH:14][C:13]([S:16](=[O:20])(=[O:19])[NH:17][CH3:18])=[CH:12][C:8]=2[C:9]([OH:11])=O)[CH2:5][CH2:4][CH2:3][CH2:2]1.[F:21][C:22]([F:36])([F:35])[C:23]1[CH:34]=[CH:33][C:26]([O:27][CH:28]2[CH2:32][CH2:31][NH:30][CH2:29]2)=[CH:25][CH:24]=1. (2) Given the product [C:24]([O:23][C:21]([N:13]1[C:14]2[C:10](=[C:9]([C:3]([C:1]#[N:2])([CH3:8])[C:4]([OH:6])=[O:5])[C:17]([O:18][CH3:19])=[CH:16][C:15]=2[CH3:20])[CH:11]=[CH:12]1)=[O:22])([CH3:27])([CH3:25])[CH3:26], predict the reactants needed to synthesize it. The reactants are: [C:1]([C:3]([C:9]1[C:17]([O:18][CH3:19])=[CH:16][C:15]([CH3:20])=[C:14]2[C:10]=1[CH:11]=[CH:12][N:13]2[C:21]([O:23][C:24]([CH3:27])([CH3:26])[CH3:25])=[O:22])([CH3:8])[C:4]([O:6]C)=[O:5])#[N:2].[OH-].[K+].Cl. (3) Given the product [CH2:1]([C:8]1[CH:9]=[N:10][C:11]2[C:16]([C:17]=1[C:18]1[CH:23]=[CH:22][CH:21]=[C:20]([CH2:24][O:25][C:32]3[CH:33]=[C:34]([CH3:37])[CH:35]=[CH:36][C:31]=3[CH3:30])[CH:19]=1)=[CH:15][CH:14]=[CH:13][C:12]=2[C:26]([F:29])([F:27])[F:28])[C:2]1[CH:7]=[CH:6][CH:5]=[CH:4][CH:3]=1, predict the reactants needed to synthesize it. The reactants are: [CH2:1]([C:8]1[CH:9]=[N:10][C:11]2[C:16]([C:17]=1[C:18]1[CH:19]=[C:20]([CH2:24][OH:25])[CH:21]=[CH:22][CH:23]=1)=[CH:15][CH:14]=[CH:13][C:12]=2[C:26]([F:29])([F:28])[F:27])[C:2]1[CH:7]=[CH:6][CH:5]=[CH:4][CH:3]=1.[CH3:30][C:31]1[CH:36]=[CH:35][C:34]([CH3:37])=[CH:33][C:32]=1O. (4) Given the product [CH:16]([C:15]1[O:14][C:13]([C:19]2[CH:20]=[CH:21][CH:22]=[CH:23][CH:24]=2)=[N:12][C:11]=1[C:9]([OH:10])=[O:8])([CH3:18])[CH3:17], predict the reactants needed to synthesize it. The reactants are: C([O:8][C:9]([C:11]1[N:12]=[C:13]([C:19]2[CH:24]=[CH:23][CH:22]=[CH:21][CH:20]=2)[O:14][C:15]=1[CH:16]([CH3:18])[CH3:17])=[O:10])C1C=CC=CC=1.O1CCCC1.CO.[H-].[OH-].[Li+].